This data is from Retrosynthesis with 50K atom-mapped reactions and 10 reaction types from USPTO. The task is: Predict the reactants needed to synthesize the given product. (1) Given the product Cn1nccc1[Sn](C)(C)C, predict the reactants needed to synthesize it. The reactants are: C[Sn](C)(C)Cl.Cn1cccn1. (2) Given the product COC(=O)NC(C(=O)N1CCCC1c1ncc(-c2ccc(-c3ccc(-c4cnc(C5CCCN5C(=O)C(NC(=O)OC)C(C)C)[nH]4)c4ccccc34)cc2)[nH]1)C(C)C, predict the reactants needed to synthesize it. The reactants are: COC(=O)NC(C(=O)N1CCCC1c1ncc(-c2ccc(B3OC(C)(C)C(C)(C)O3)cc2)[nH]1)C(C)C.COC(=O)NC(C(=O)N1CCCC1c1ncc(-c2ccc(Br)c3ccccc23)[nH]1)C(C)C. (3) The reactants are: CC(C)(C)OC(=O)NCCS.COC(=O)c1cc(-c2cc(Cl)nc(N)n2)c(C)cc1OC. Given the product COC(=O)c1cc(-c2cc(SCCNC(=O)OC(C)(C)C)nc(N)n2)c(C)cc1OC, predict the reactants needed to synthesize it. (4) Given the product O=C(CCl)Nc1cccc(CO)c1, predict the reactants needed to synthesize it. The reactants are: Nc1cccc(CO)c1.O=C(Cl)CCl. (5) Given the product COc1ccc(C=O)c2oc(C(=O)O)cc12, predict the reactants needed to synthesize it. The reactants are: CCOC(=O)c1cc2c(OC)ccc(C=O)c2o1. (6) Given the product O=C(c1ccccc1)c1ccc(OCc2nnn[nH]2)c(Cl)c1Cl, predict the reactants needed to synthesize it. The reactants are: N#CCOc1ccc(C(=O)c2ccccc2)c(Cl)c1Cl.[N-]=[N+]=[N-]. (7) Given the product CCc1nc2c(C)cc(C)nc2n1Cc1ccc(-c2ccccc2-c2c(OCOC(=O)C(C)(C)C)c(=O)c2=O)cc1, predict the reactants needed to synthesize it. The reactants are: CC(C)(C)C(=O)OCCl.CCc1nc2c(C)cc(C)nc2n1Cc1ccc(-c2ccccc2-c2c(O)c(=O)c2=O)cc1.